Dataset: Full USPTO retrosynthesis dataset with 1.9M reactions from patents (1976-2016). Task: Predict the reactants needed to synthesize the given product. (1) Given the product [C:42]([N:26]([CH2:27][C:28]1[CH:33]=[C:32]([C:34]([F:35])([F:36])[F:37])[CH:31]=[C:30]([C:38]([F:39])([F:40])[F:41])[CH:29]=1)[CH:22]1[CH2:23][CH2:24][CH2:25][N:19]([C:17]([O:16][CH:13]([CH3:15])[CH3:14])=[O:18])[C:20]2[C:48]([CH3:2])=[CH:47][CH:46]=[CH:45][C:21]1=2)(=[O:44])[CH3:43], predict the reactants needed to synthesize it. The reactants are: N[C:2]1C(C)=CC=CC=1C(OC)=O.[CH:13]([O:16][C:17]([N:19]1[CH2:25][CH2:24][CH2:23][CH:22]([N:26]([C:42](=[O:44])[CH3:43])[CH2:27][C:28]2[CH:33]=[C:32]([C:34]([F:37])([F:36])[F:35])[CH:31]=[C:30]([C:38]([F:41])([F:40])[F:39])[CH:29]=2)[C:21]2[CH:45]=[CH:46][CH:47]=[CH:48][C:20]1=2)=[O:18])([CH3:15])[CH3:14]. (2) Given the product [O:31]=[C:32]1[O:1][C@H:2]([C@@H:4]([NH:12][C:13](=[O:19])[O:14][C:15]([CH3:18])([CH3:17])[CH3:16])[CH2:5][C:6]2[CH:7]=[CH:8][CH:9]=[CH:10][CH:11]=2)[CH2:3][CH2:33]1, predict the reactants needed to synthesize it. The reactants are: [O:1]1[CH2:3][C@H:2]1[C@@H:4]([NH:12][C:13](=[O:19])[O:14][C:15]([CH3:18])([CH3:17])[CH3:16])[CH2:5][C:6]1[CH:11]=[CH:10][CH:9]=[CH:8][CH:7]=1.C(OCC)(=O)CC(OCC)=O.[O-:31][CH2:32][CH3:33].[Na+]. (3) Given the product [C:12]([O:11][C:9]([NH:1][C@H:2]([C:6]([O:8][C:39]1[C:40]2[C:45](=[CH:44][CH:43]=[CH:42][CH:41]=2)[C:36]([O:35][C:31](=[O:34])[CH2:32][CH3:33])=[C:37]([CH2:48]/[CH:49]=[C:50](\[CH3:82])/[CH2:51][CH2:52]/[CH:53]=[C:54](\[CH3:81])/[CH2:55][CH2:56]/[CH:57]=[C:58](\[CH3:80])/[CH2:59][CH2:60]/[CH:61]=[C:62](\[CH3:79])/[CH2:63][CH2:64]/[CH:65]=[C:66](\[CH3:78])/[CH2:67][CH2:68]/[CH:69]=[C:70](\[CH3:77])/[CH2:71][CH2:72][CH:73]=[C:74]([CH3:76])[CH3:75])[C:38]=1[CH3:47])=[O:7])[CH:3]([CH3:5])[CH3:4])=[O:10])([CH3:13])([CH3:15])[CH3:14], predict the reactants needed to synthesize it. The reactants are: [NH:1]([C:9]([O:11][C:12]([CH3:15])([CH3:14])[CH3:13])=[O:10])[C@H:2]([C:6]([OH:8])=[O:7])[CH:3]([CH3:5])[CH3:4].C1CCC(N=C=NC2CCCCC2)CC1.[C:31]([O:35][C:36]1[C:45]2[C:40](=[CH:41][CH:42]=[CH:43][CH:44]=2)[C:39](O)=[C:38]([CH3:47])[C:37]=1[CH2:48]/[CH:49]=[C:50](\[CH3:82])/[CH2:51][CH2:52]/[CH:53]=[C:54](\[CH3:81])/[CH2:55][CH2:56]/[CH:57]=[C:58](\[CH3:80])/[CH2:59][CH2:60]/[CH:61]=[C:62](\[CH3:79])/[CH2:63][CH2:64]/[CH:65]=[C:66](\[CH3:78])/[CH2:67][CH2:68]/[CH:69]=[C:70](\[CH3:77])/[CH2:71][CH2:72][CH:73]=[C:74]([CH3:76])[CH3:75])(=[O:34])[CH2:32][CH3:33]. (4) The reactants are: [Br:1][C:2]1[CH:3]=[CH:4][C:5]([CH3:16])=[C:6]([C:8]2[CH:13]=[C:12](Cl)[N:11]=[C:10]([NH2:15])[N:9]=2)[CH:7]=1.[N+:17]([C:20]1[CH:25]=[CH:24][C:23]([NH2:26])=[CH:22][CH:21]=1)([O-:19])=[O:18]. Given the product [Br:1][C:2]1[CH:3]=[CH:4][C:5]([CH3:16])=[C:6]([C:8]2[N:9]=[C:10]([NH2:15])[N:11]=[C:12]([NH:26][C:23]3[CH:24]=[CH:25][C:20]([N+:17]([O-:19])=[O:18])=[CH:21][CH:22]=3)[CH:13]=2)[CH:7]=1, predict the reactants needed to synthesize it. (5) Given the product [C:23]1([CH3:33])[CH:24]=[CH:25][C:26]([S:29]([OH:32])(=[O:30])=[O:31])=[CH:27][CH:28]=1.[C@@H:1]12[CH2:7][NH:6][C@@H:5]1[CH2:4][N:3]([C:8]1[CH:20]=[CH:19][C:18]3[C:17]4[C:12](=[CH:13][CH:14]=[CH:15][CH:16]=4)[C:11](=[O:21])[C:10]=3[CH:9]=1)[CH2:2]2, predict the reactants needed to synthesize it. The reactants are: [C@@H:1]12[CH2:7][NH:6][C@@H:5]1[CH2:4][N:3]([C:8]1[CH:20]=[CH:19][C:18]3[C:17]4[C:12](=[CH:13][CH:14]=[CH:15][CH:16]=4)[C:11](=[O:21])[C:10]=3[CH:9]=1)[CH2:2]2.O.[C:23]1([CH3:33])[CH:28]=[CH:27][C:26]([S:29]([OH:32])(=[O:31])=[O:30])=[CH:25][CH:24]=1. (6) Given the product [CH3:1][O:2][C:3]1[CH:8]=[CH:7][CH:6]=[CH:5][C:4]=1[NH:9][S:17]([C:12]1[C:11]([CH3:10])=[CH:16][CH:15]=[CH:14][N:13]=1)(=[O:19])=[O:18], predict the reactants needed to synthesize it. The reactants are: [CH3:1][O:2][C:3]1[CH:8]=[CH:7][CH:6]=[CH:5][C:4]=1[NH2:9].[CH3:10][C:11]1[C:12]([S:17](Cl)(=[O:19])=[O:18])=[N:13][CH:14]=[CH:15][CH:16]=1.